This data is from Full USPTO retrosynthesis dataset with 1.9M reactions from patents (1976-2016). The task is: Predict the reactants needed to synthesize the given product. (1) Given the product [NH2:20][CH2:19][C:18]1[CH:21]=[CH:22][C:15]([O:14][CH2:7][C:8]2[CH:13]=[CH:12][CH:11]=[CH:10][CH:9]=2)=[CH:16][C:17]=1[NH:23][CH2:24][CH2:25][CH2:26][O:27][CH3:28], predict the reactants needed to synthesize it. The reactants are: [H-].[Al+3].[Li+].[H-].[H-].[H-].[CH2:7]([O:14][C:15]1[CH:22]=[CH:21][C:18]([C:19]#[N:20])=[C:17]([NH:23][CH2:24][CH2:25][CH2:26][O:27][CH3:28])[CH:16]=1)[C:8]1[CH:13]=[CH:12][CH:11]=[CH:10][CH:9]=1. (2) Given the product [CH2:1]([O:8][C:9](=[O:19])[NH:10][C@@H:11]1[C:14](=[O:15])[NH:13][C@H:12]1[CH3:18])[C:2]1[CH:7]=[CH:6][CH:5]=[CH:4][CH:3]=1, predict the reactants needed to synthesize it. The reactants are: [CH2:1]([O:8][C:9](=[O:19])[NH:10][C@@H:11]1[C:14](=[O:15])[N:13](OC)[C@H:12]1[CH3:18])[C:2]1[CH:7]=[CH:6][CH:5]=[CH:4][CH:3]=1. (3) Given the product [Br-:14].[CH2:15]([N:11]1[CH:12]=[CH:13][N+:9]([C:4]2[CH:5]=[CH:6][CH:7]=[CH:8][C:3]=2[O:2][CH3:1])=[CH:10]1)[CH2:16][CH2:17][CH2:18][CH2:19][CH3:20], predict the reactants needed to synthesize it. The reactants are: [CH3:1][O:2][C:3]1[CH:8]=[CH:7][CH:6]=[CH:5][C:4]=1[N:9]1[CH:13]=[CH:12][N:11]=[CH:10]1.[Br:14][CH2:15][CH2:16][CH2:17][CH2:18][CH2:19][CH3:20]. (4) Given the product [NH2:7][CH:8]1[CH2:13][CH2:12][CH2:11][CH:10]([NH:14][C:15]([C:17]2[C:25]3[C:20](=[N:21][CH:22]=[C:23]([C:26]4[C:34]5[C:29](=[CH:30][C:31]([Cl:35])=[CH:32][CH:33]=5)[N:28]([CH3:36])[N:27]=4)[N:24]=3)[NH:19][CH:18]=2)=[O:16])[CH2:9]1, predict the reactants needed to synthesize it. The reactants are: C(OC(=O)[NH:7][CH:8]1[CH2:13][CH2:12][CH2:11][CH:10]([NH:14][C:15]([C:17]2[C:25]3[C:20](=[N:21][CH:22]=[C:23]([C:26]4[C:34]5[C:29](=[CH:30][C:31]([Cl:35])=[CH:32][CH:33]=5)[N:28]([CH3:36])[N:27]=4)[N:24]=3)[NH:19][CH:18]=2)=[O:16])[CH2:9]1)(C)(C)C.C(O)(C(F)(F)F)=O. (5) Given the product [ClH:17].[CH2:34]([O:33][C:29]1[C:28]([OH:36])=[C:27]2[C:32]([C:23]([CH2:8][C:7]3[CH:10]=[C:11]([N+:12]([O-:14])=[O:13])[C:4]([O:3][CH2:1][CH3:2])=[C:5]([O:15][CH3:16])[CH:6]=3)=[CH:24][N:25]=[CH:26]2)=[CH:31][CH:30]=1)[CH3:35], predict the reactants needed to synthesize it. The reactants are: [CH2:1]([O:3][C:4]1[C:11]([N+:12]([O-:14])=[O:13])=[CH:10][C:7]([CH:8]=O)=[CH:6][C:5]=1[O:15][CH3:16])[CH3:2].[ClH:17].CO.C(O[CH:23](OCC)[CH2:24][NH:25][CH2:26][C:27]1[CH:32]=[CH:31][CH:30]=[C:29]([O:33][CH2:34][CH3:35])[C:28]=1[OH:36])C. (6) Given the product [I-:26].[CH2:1]([NH+:11]1[CH:15]=[CH:14][N:13]([CH2:25][CH2:24][CH2:23][C:22]([F:27])([F:28])[C:21]([F:29])([F:30])[C:20]([F:31])([F:32])[C:19]([F:33])([F:34])[C:18]([F:35])([F:36])[C:17]([F:38])([F:37])[F:16])[CH2:12]1)[CH2:2][CH2:3][CH2:4][CH2:5][CH2:6][CH2:7][CH2:8][CH2:9][CH3:10], predict the reactants needed to synthesize it. The reactants are: [CH2:1]([N:11]1[CH:15]=[CH:14][N:13]=[CH:12]1)[CH2:2][CH2:3][CH2:4][CH2:5][CH2:6][CH2:7][CH2:8][CH2:9][CH3:10].[F:16][C:17]([F:38])([F:37])[C:18]([F:36])([F:35])[C:19]([F:34])([F:33])[C:20]([F:32])([F:31])[C:21]([F:30])([F:29])[C:22]([F:28])([F:27])[CH2:23][CH2:24][CH2:25][I:26].